Task: Regression. Given two drug SMILES strings and cell line genomic features, predict the synergy score measuring deviation from expected non-interaction effect.. Dataset: NCI-60 drug combinations with 297,098 pairs across 59 cell lines (1) Drug 1: C1=CN(C(=O)N=C1N)C2C(C(C(O2)CO)O)O.Cl. Drug 2: COC1=NC(=NC2=C1N=CN2C3C(C(C(O3)CO)O)O)N. Cell line: HL-60(TB). Synergy scores: CSS=23.6, Synergy_ZIP=-9.01, Synergy_Bliss=-2.26, Synergy_Loewe=-4.97, Synergy_HSA=-4.78. (2) Drug 1: CC1C(C(CC(O1)OC2CC(OC(C2O)C)OC3=CC4=CC5=C(C(=O)C(C(C5)C(C(=O)C(C(C)O)O)OC)OC6CC(C(C(O6)C)O)OC7CC(C(C(O7)C)O)OC8CC(C(C(O8)C)O)(C)O)C(=C4C(=C3C)O)O)O)O. Drug 2: C1CN(P(=O)(OC1)NCCCl)CCCl. Cell line: CCRF-CEM. Synergy scores: CSS=9.04, Synergy_ZIP=0.602, Synergy_Bliss=-1.35, Synergy_Loewe=-47.0, Synergy_HSA=-3.52. (3) Drug 1: CCC1=C2CN3C(=CC4=C(C3=O)COC(=O)C4(CC)O)C2=NC5=C1C=C(C=C5)O. Drug 2: C1CCC(C(C1)N)N.C(=O)(C(=O)[O-])[O-].[Pt+4]. Cell line: UACC-257. Synergy scores: CSS=25.6, Synergy_ZIP=-7.39, Synergy_Bliss=-1.87, Synergy_Loewe=-38.5, Synergy_HSA=-0.158. (4) Drug 1: C1C(C(OC1N2C=NC3=C(N=C(N=C32)Cl)N)CO)O. Drug 2: C1=NC2=C(N=C(N=C2N1C3C(C(C(O3)CO)O)O)F)N. Cell line: SN12C. Synergy scores: CSS=64.5, Synergy_ZIP=-1.47, Synergy_Bliss=1.05, Synergy_Loewe=0.946, Synergy_HSA=5.06. (5) Drug 1: CS(=O)(=O)CCNCC1=CC=C(O1)C2=CC3=C(C=C2)N=CN=C3NC4=CC(=C(C=C4)OCC5=CC(=CC=C5)F)Cl. Drug 2: CC1=C(C(=O)C2=C(C1=O)N3CC4C(C3(C2COC(=O)N)OC)N4)N. Cell line: HT29. Synergy scores: CSS=26.6, Synergy_ZIP=-3.71, Synergy_Bliss=-2.08, Synergy_Loewe=-25.8, Synergy_HSA=-2.44. (6) Drug 1: CC12CCC(CC1=CCC3C2CCC4(C3CC=C4C5=CN=CC=C5)C)O. Drug 2: CN(CC1=CN=C2C(=N1)C(=NC(=N2)N)N)C3=CC=C(C=C3)C(=O)NC(CCC(=O)O)C(=O)O. Cell line: HCT-15. Synergy scores: CSS=38.9, Synergy_ZIP=-0.711, Synergy_Bliss=-4.05, Synergy_Loewe=-21.3, Synergy_HSA=-4.76. (7) Drug 1: CC1C(C(CC(O1)OC2CC(CC3=C2C(=C4C(=C3O)C(=O)C5=C(C4=O)C(=CC=C5)OC)O)(C(=O)C)O)N)O.Cl. Drug 2: C1=CC(=CC=C1CC(C(=O)O)N)N(CCCl)CCCl.Cl. Cell line: EKVX. Synergy scores: CSS=33.7, Synergy_ZIP=13.7, Synergy_Bliss=18.5, Synergy_Loewe=13.6, Synergy_HSA=17.0.